This data is from Full USPTO retrosynthesis dataset with 1.9M reactions from patents (1976-2016). The task is: Predict the reactants needed to synthesize the given product. (1) Given the product [CH:1]1([C:7]([OH:9])=[O:8])[CH2:6][CH2:5][CH2:4][CH2:3][CH2:2]1, predict the reactants needed to synthesize it. The reactants are: [CH:1]1([C:7]([O-:9])=[O:8])[CH2:6][CH2:5][CH2:4][CH2:3][CH2:2]1.[OH-].[Na+].Cl. (2) Given the product [C:20]1([C:28]2[CH:29]=[CH:30][CH:31]=[CH:32][CH:33]=2)[CH:25]=[CH:24][CH:23]=[C:22]([CH2:26][N:1]2[CH:2]([C:10]3[C:19]4[O:18][CH2:17][CH2:16][O:15][C:14]=4[CH:13]=[CH:12][CH:11]=3)[CH2:3][CH2:4][CH2:5][C:6]2=[O:8])[CH:21]=1, predict the reactants needed to synthesize it. The reactants are: [NH2:1][CH:2]([C:10]1[C:19]2[O:18][CH2:17][CH2:16][O:15][C:14]=2[CH:13]=[CH:12][CH:11]=1)[CH2:3][CH2:4][CH2:5][C:6]([O:8]C)=O.[C:20]1([C:28]2[CH:33]=[CH:32][CH:31]=[CH:30][CH:29]=2)[CH:25]=[CH:24][CH:23]=[C:22]([CH:26]=O)[CH:21]=1. (3) Given the product [O:41]1[CH2:42][CH2:43][N:38]([C:2]2[N:7]=[C:6]([O:8][C:9]3[CH:37]=[CH:36][CH:35]=[CH:34][C:10]=3[CH2:11][NH:12][C:13]([NH:15][C:16]3[N:20]([C:21]4[CH:26]=[CH:25][C:24]([CH3:27])=[C:23]([O:28][CH3:29])[CH:22]=4)[N:19]=[C:18]([C:30]([CH3:33])([CH3:31])[CH3:32])[CH:17]=3)=[O:14])[CH:5]=[CH:4][N:3]=2)[CH2:39][CH2:40]1, predict the reactants needed to synthesize it. The reactants are: Cl[C:2]1[N:7]=[C:6]([O:8][C:9]2[CH:37]=[CH:36][CH:35]=[CH:34][C:10]=2[CH2:11][NH:12][C:13]([NH:15][C:16]2[N:20]([C:21]3[CH:26]=[CH:25][C:24]([CH3:27])=[C:23]([O:28][CH3:29])[CH:22]=3)[N:19]=[C:18]([C:30]([CH3:33])([CH3:32])[CH3:31])[CH:17]=2)=[O:14])[CH:5]=[CH:4][N:3]=1.[NH:38]1[CH2:43][CH2:42][O:41][CH2:40][CH2:39]1. (4) Given the product [ClH:1].[CH:4]1([CH2:5][C:6]2[N:11]=[CH:10][C:9]3[C:12]([CH3:16])([CH3:15])[CH2:13][NH:14][C:8]=3[CH:7]=2)[CH2:3][CH2:20][CH2:19][CH2:18][CH2:17]1, predict the reactants needed to synthesize it. The reactants are: [ClH:1].F[C:3]1[CH:20]=[CH:19][CH:18]=[CH:17][C:4]=1[CH2:5][C:6]1[N:11]=[CH:10][C:9]2[C:12]([CH3:16])([CH3:15])[CH2:13][NH:14][C:8]=2[CH:7]=1.[Br-].C1(C[Zn+])CCCCC1. (5) Given the product [CH3:27][O:26][C:24](=[O:25])[C:23]1[CH:28]=[CH:29][C:20]([N:16]2[CH:17]=[C:13]([C:12]3[N:11]([CH3:18])[N:10]=[N:9][C:8]=3[C:5]3[CH:6]=[CH:7][C:2]([F:1])=[CH:3][CH:4]=3)[N:14]=[CH:15]2)=[CH:21][CH:22]=1, predict the reactants needed to synthesize it. The reactants are: [F:1][C:2]1[CH:7]=[CH:6][C:5]([C:8]2[N:9]=[N:10][N:11]([CH3:18])[C:12]=2[C:13]2[N:14]=[CH:15][NH:16][CH:17]=2)=[CH:4][CH:3]=1.F[C:20]1[CH:29]=[CH:28][C:23]([C:24]([O:26][CH3:27])=[O:25])=[CH:22][CH:21]=1.C(=O)([O-])[O-].[K+].[K+].O. (6) Given the product [NH2:1][C:4]1[C:5]([NH:10][C:11]2[CH:20]=[C:19]3[C:14]([CH:15]=[CH:16][CH:17]=[C:18]3[CH:21]3[CH2:26][CH2:25][N:24]([CH3:27])[CH2:23][CH2:22]3)=[CH:13][CH:12]=2)=[N:6][CH:7]=[CH:8][CH:9]=1, predict the reactants needed to synthesize it. The reactants are: [N+:1]([C:4]1[C:5]([NH:10][C:11]2[CH:20]=[C:19]3[C:14]([CH:15]=[CH:16][CH:17]=[C:18]3[CH:21]3[CH2:26][CH2:25][N:24]([CH3:27])[CH2:23][CH2:22]3)=[CH:13][CH:12]=2)=[N:6][CH:7]=[CH:8][CH:9]=1)([O-])=O. (7) Given the product [O:22]1[C@H:20]2[CH2:19][C@H:18]3[C@:17]([CH3:29])([CH2:16][C@@H:21]12)[C@@H:12]1[C@H:13]([C@H:8]2[C@@:9]([CH2:10][CH2:11]1)([CH3:30])[C@@H:5]([OH:4])[C@@H:6]([N:31]1[CH2:35][CH2:34][CH2:33][CH2:32]1)[CH2:7]2)[CH2:14][CH2:15]3, predict the reactants needed to synthesize it. The reactants are: CC([O:4][C@@H:5]1[C@@:9]2([CH3:30])[CH2:10][CH2:11][C@@H:12]3[C@@:17]4([CH3:29])[CH2:18][C@H:19](N5CCOCC5)[C@@H:20]([OH:22])[CH2:21][C@@H:16]4[CH2:15][CH2:14][C@H:13]3[C@@H:8]2[CH2:7][C@@H:6]1[N+:31]1(CC=C)[CH2:35][CH2:34][CH2:33][CH2:32]1)=O.[Br-].[OH-].C[N+](C)(C)C. (8) Given the product [Cl:10][C:7]1[C:2]([OH:1])=[CH:3][CH:4]=[C:5]([CH3:8])[N:6]=1, predict the reactants needed to synthesize it. The reactants are: [OH:1][C:2]1[CH:3]=[CH:4][C:5]([CH3:8])=[N:6][CH:7]=1.C.[ClH:10].